This data is from Catalyst prediction with 721,799 reactions and 888 catalyst types from USPTO. The task is: Predict which catalyst facilitates the given reaction. (1) Reactant: Br[C:2]1[C:7]([CH:8]([CH3:10])[CH3:9])=[C:6]([O:11][CH3:12])[N:5]=[C:4]([CH3:13])[C:3]=1[CH2:14][CH:15]1[CH2:17][CH2:16]1.[C:18]([C:20]1[CH:21]=[C:22]([SH:28])[CH:23]=[C:24]([C:26]#[N:27])[CH:25]=1)#[N:19].C(=O)([O-])[O-].[Cs+].[Cs+]. Product: [CH:15]1([CH2:14][C:3]2[C:4]([CH3:13])=[N:5][C:6]([O:11][CH3:12])=[C:7]([CH:8]([CH3:10])[CH3:9])[C:2]=2[S:28][C:22]2[CH:21]=[C:20]([C:18]#[N:19])[CH:25]=[C:24]([CH:23]=2)[C:26]#[N:27])[CH2:17][CH2:16]1. The catalyst class is: 870. (2) Reactant: C([O:3][C:4](=O)[CH2:5][CH2:6][CH2:7][C@@H:8]([CH:18]1[CH2:23][CH2:22][CH2:21][CH2:20][CH2:19]1)[NH:9][C@H](C1C=CC=CC=1)C)C.C([O-])=O.[NH4+]. Product: [CH:18]1([C@H:8]2[NH:9][C:4](=[O:3])[CH2:5][CH2:6][CH2:7]2)[CH2:23][CH2:22][CH2:21][CH2:20][CH2:19]1. The catalyst class is: 19. (3) Reactant: [Cl:1][C:2]1[CH:3]=[C:4]([CH:8]=[CH:9][CH:10]=1)[C:5](Cl)=[O:6].O[NH:12][C:13]([N:15]1[CH2:20][CH2:19][N:18]([C:21]2[CH:22]=[CH:23][C:24]3[N:25]([C:27]([C:30]([F:33])([F:32])[F:31])=[N:28][N:29]=3)[N:26]=2)[CH2:17][CH2:16]1)=[NH:14].CCN(C(C)C)C(C)C. Product: [Cl:1][C:2]1[CH:3]=[C:4]([C:5]2[O:6][N:14]=[C:13]([N:15]3[CH2:16][CH2:17][N:18]([C:21]4[CH:22]=[CH:23][C:24]5[N:25]([C:27]([C:30]([F:33])([F:32])[F:31])=[N:28][N:29]=5)[N:26]=4)[CH2:19][CH2:20]3)[N:12]=2)[CH:8]=[CH:9][CH:10]=1. The catalyst class is: 1. (4) Reactant: [C:1]([NH:6][C@H:7]([C:29]([NH:31][CH2:32][CH2:33][S:34][C:35](=[O:40])[C:36]([CH3:39])([CH3:38])[CH3:37])=[O:30])[CH2:8][S:9]C(C1C=CC=CC=1)(C1C=CC=CC=1)C1C=CC=CC=1)(=[O:5])[CH:2]([CH3:4])[CH3:3].C(N[C@H](C(NCCSC(=O)C)=O)CS)(=O)C.C(Cl)Cl.CCOCC.C(Cl)(Cl)Cl. Product: [C:1]([NH:6][C@H:7]([C:29]([NH:31][CH2:32][CH2:33][S:34][C:35](=[O:40])[C:36]([CH3:37])([CH3:39])[CH3:38])=[O:30])[CH2:8][SH:9])(=[O:5])[CH:2]([CH3:4])[CH3:3]. The catalyst class is: 81. (5) Reactant: [CH2:1]([S:3](=[NH:29])([C:5]1[C:6]([C:15]2[N:27]([CH3:28])[C:18]3=[N:19][CH:20]=[C:21]([C:23]([F:26])([F:25])[F:24])[CH:22]=[C:17]3[N:16]=2)=[N:7][CH:8]=[C:9]([C:11]([F:14])([F:13])[F:12])[CH:10]=1)=[O:4])[CH3:2].[CH3:30][S:31](Cl)(=[O:33])=[O:32]. Product: [CH2:1]([S:3]([C:5]1[C:6]([C:15]2[N:27]([CH3:28])[C:18]3=[N:19][CH:20]=[C:21]([C:23]([F:26])([F:25])[F:24])[CH:22]=[C:17]3[N:16]=2)=[N:7][CH:8]=[C:9]([C:11]([F:12])([F:13])[F:14])[CH:10]=1)(=[O:4])=[N:29][S:31]([CH3:30])(=[O:33])=[O:32])[CH3:2]. The catalyst class is: 17.